From a dataset of Full USPTO retrosynthesis dataset with 1.9M reactions from patents (1976-2016). Predict the reactants needed to synthesize the given product. (1) Given the product [Cl:1][C:2]1[CH:3]=[C:4]2[C:8](=[CH:9][CH:10]=1)[N:7]([CH2:11][CH:12]([CH3:13])[CH3:14])[CH:6]=[C:5]2[CH:15]1[NH:23][CH:22]([C:21]([O:20][CH2:18][CH3:19])=[O:26])[CH2:24][S:25]1, predict the reactants needed to synthesize it. The reactants are: [Cl:1][C:2]1[CH:3]=[C:4]2[C:8](=[CH:9][CH:10]=1)[N:7]([CH2:11][CH:12]([CH3:14])[CH3:13])[CH:6]=[C:5]2[CH:15]=O.Cl.[CH2:18]([O:20][C:21](=[O:26])[C@H:22]([CH2:24][SH:25])[NH2:23])[CH3:19]. (2) Given the product [F:1][C:2]1[CH:7]=[C:6]([C:34]#[C:33][CH2:32][OH:35])[CH:5]=[CH:4][C:3]=1[C:9]([F:12])([F:11])[F:10], predict the reactants needed to synthesize it. The reactants are: [F:1][C:2]1[CH:7]=[C:6](I)[CH:5]=[CH:4][C:3]=1[C:9]([F:12])([F:11])[F:10].C1(P(C2C=CC=CC=2)C2C=CC=CC=2)C=CC=CC=1.[CH2:32]([OH:35])[C:33]#[CH:34].C(N(C(C)C)CC)(C)C. (3) Given the product [Cl:1][C:2]1[CH:3]=[C:4]([O:8][CH2:9][CH2:10][CH:11]([NH:14][CH3:13])[CH3:12])[CH:5]=[N:6][CH:7]=1, predict the reactants needed to synthesize it. The reactants are: [Cl:1][C:2]1[CH:3]=[C:4]([O:8][CH2:9][CH2:10][CH2:11][CH3:12])[CH:5]=[N:6][CH:7]=1.[CH3:13][NH2:14].Cl. (4) Given the product [CH3:1][O:2][C:3](=[O:14])[C:4]1[CH:9]=[C:8]([NH2:10])[CH:7]=[CH:6][C:5]=1[Cl:13], predict the reactants needed to synthesize it. The reactants are: [CH3:1][O:2][C:3](=[O:14])[C:4]1[CH:9]=[C:8]([N+:10]([O-])=O)[CH:7]=[CH:6][C:5]=1[Cl:13]. (5) Given the product [CH2:33]([O:32][C:30](=[O:31])[CH2:29][NH:5][CH2:6][CH2:7][NH:8][S:9]([C:12]1[CH:17]=[CH:16][CH:15]=[CH:14][C:13]=1[N+:18]([O-:20])=[O:19])(=[O:11])=[O:10])[CH3:34], predict the reactants needed to synthesize it. The reactants are: C(O)(=O)C.[NH2:5][CH2:6][CH2:7][NH:8][S:9]([C:12]1[CH:17]=[CH:16][CH:15]=[CH:14][C:13]=1[N+:18]([O-:20])=[O:19])(=[O:11])=[O:10].C(N(CC)CC)C.Br[CH2:29][C:30]([O:32][CH2:33][CH3:34])=[O:31].